This data is from Experimental lipophilicity measurements (octanol/water distribution) for 4,200 compounds from AstraZeneca. The task is: Regression/Classification. Given a drug SMILES string, predict its absorption, distribution, metabolism, or excretion properties. Task type varies by dataset: regression for continuous measurements (e.g., permeability, clearance, half-life) or binary classification for categorical outcomes (e.g., BBB penetration, CYP inhibition). For this dataset (lipophilicity_astrazeneca), we predict Y. (1) The drug is CC[C@H](Nc1ncnc2[nH]cnc12)c1nc2cccc(F)c2c(=O)n1-c1ccccc1. The Y is 2.72 logD. (2) The molecule is O=C(O)c1cc2cc([N+](=O)[O-])ccc2n1Cc1ccc(Cl)c(Cl)c1. The Y is 1.79 logD. (3) The drug is CN(C(=O)Cc1ccc(S(C)(=O)=O)cc1)[C@@H]1CCN(Cc2ccc(C(F)(F)F)cc2)C[C@@H]1F. The Y is 2.70 logD. (4) The molecule is CCC(=O)N[C@H]1CC[C@@H](C(=O)N(C)c2ccc(-c3nc4ccccc4o3)cc2)C1. The Y is 3.40 logD. (5) The molecule is COc1cc2nc(Nc3ccc([C@@H](C)NC(C)=O)cc3)ncc2cc1-c1ccncc1. The Y is 3.11 logD. (6) The molecule is CCCSc1nc(NC[C@H]2CC[C@H](C(=O)O)CC2)ccc1C(=O)NC1CCCCC1. The Y is 2.61 logD.